This data is from Full USPTO retrosynthesis dataset with 1.9M reactions from patents (1976-2016). The task is: Predict the reactants needed to synthesize the given product. (1) Given the product [NH:43]1[CH2:44][CH:45]([N:47]2[CH:52]=[CH:51][C:50]([C:16]3[CH:15]=[CH:14][C:13]([C@@H:11]([N:7]4[CH2:6][CH2:5][C@:4]([CH2:3][C:2]([OH:1])([CH3:34])[CH3:35])([C:28]5[CH:33]=[CH:32][CH:31]=[CH:30][CH:29]=5)[O:9][C:8]4=[O:10])[CH3:12])=[CH:18][CH:17]=3)=[CH:49][C:48]2=[O:54])[CH2:46]1, predict the reactants needed to synthesize it. The reactants are: [OH:1][C:2]([CH3:35])([CH3:34])[CH2:3][C@@:4]1([C:28]2[CH:33]=[CH:32][CH:31]=[CH:30][CH:29]=2)[O:9][C:8](=[O:10])[N:7]([C@H:11]([C:13]2[CH:18]=[CH:17][C:16](B3OC(C)(C)C(C)(C)O3)=[CH:15][CH:14]=2)[CH3:12])[CH2:6][CH2:5]1.C(OC([N:43]1[CH2:46][CH:45]([N:47]2[CH:52]=[CH:51][C:50](Br)=[CH:49][C:48]2=[O:54])[CH2:44]1)=O)(C)(C)C. (2) Given the product [CH3:1][CH:2]1[CH2:6][CH2:5][CH2:4][N:3]1[CH2:7][CH2:8][CH2:9][O:10][C:11]1[CH:16]=[CH:15][C:14]([C:17]2[N:18]3[C:22](=[CH:21][CH:20]=[N:19]3)[N:23]=[C:24]3[C:25]=2[CH2:26][CH2:29][CH2:30]3)=[CH:13][CH:12]=1, predict the reactants needed to synthesize it. The reactants are: [CH3:1][CH:2]1[CH2:6][CH2:5][CH2:4][N:3]1[CH2:7][CH2:8][CH2:9][O:10][C:11]1[CH:16]=[CH:15][C:14]([C:17]2[N:18]3[C:22]([N:23]=[C:24]4[CH2:30][CH2:29]CC[CH2:26][C:25]=24)=[CH:21][CH:20]=[N:19]3)=[CH:13][CH:12]=1.ClCCCOC1C=CC(C2N3C(=CC=N3)N=C3C=2CCC3)=CC=1.CC1CCCN1. (3) Given the product [NH2:13][C:12]1[C:11]2[C:10](=[CH:9][C:8]([C:6]3[N:7]=[C:2]([NH2:1])[N:3]=[C:4]([NH:17][CH2:18][CH:19]4[CH2:24][CH2:23][CH2:22][CH2:21][CH2:20]4)[CH:5]=3)=[CH:15][CH:14]=2)[NH:27][N:26]=1, predict the reactants needed to synthesize it. The reactants are: [NH2:1][C:2]1[N:7]=[C:6]([C:8]2[CH:15]=[CH:14][C:11]([C:12]#[N:13])=[C:10](F)[CH:9]=2)[CH:5]=[C:4]([NH:17][CH2:18][CH:19]2[CH2:24][CH2:23][CH2:22][CH2:21][CH2:20]2)[N:3]=1.O.[NH2:26][NH2:27]. (4) Given the product [F:13][C:2]([F:1])([F:12])[C:3]([N:5]1[CH2:10][CH2:9][CH:8]([NH:11][CH2:25][C:21]2[N:22]=[C:23]3[C:18]([CH:17]=[CH:16][C:15](=[O:14])[NH:24]3)=[CH:19][CH:20]=2)[CH2:7][CH2:6]1)=[O:4], predict the reactants needed to synthesize it. The reactants are: [F:1][C:2]([F:13])([F:12])[C:3]([N:5]1[CH2:10][CH2:9][CH:8]([NH2:11])[CH2:7][CH2:6]1)=[O:4].[O:14]=[C:15]1[NH:24][C:23]2[N:22]=[C:21]([CH:25]=O)[CH:20]=[CH:19][C:18]=2[CH:17]=[CH:16]1.C(O)(=O)C.C(O[BH-](OC(=O)C)OC(=O)C)(=O)C.[Na+].